The task is: Predict which catalyst facilitates the given reaction.. This data is from Catalyst prediction with 721,799 reactions and 888 catalyst types from USPTO. (1) Reactant: [N:1]1[CH:6]=[CH:5][CH:4]=[CH:3][C:2]=1[C:7]1[N:11]=[C:10]([C:12]2[CH:17]=[C:16]([C:18]#[N:19])[CH:15]=[C:14](Br)[CH:13]=2)[O:9][N:8]=1.C([Sn](CCCC)(CCCC)[C:26]1[CH:31]=[CH:30][CH:29]=[CH:28][N:27]=1)CCC. Product: [N:1]1[CH:6]=[CH:5][CH:4]=[CH:3][C:2]=1[C:7]1[N:11]=[C:10]([C:12]2[CH:13]=[C:14]([C:26]3[CH:31]=[CH:30][CH:29]=[CH:28][N:27]=3)[CH:15]=[C:16]([C:18]#[N:19])[CH:17]=2)[O:9][N:8]=1. The catalyst class is: 602. (2) Reactant: [OH:1][C:2]1[C:3]([CH3:9])=[C:4]([OH:8])[CH:5]=[CH:6][CH:7]=1.[H-].[Na+].FC(F)(F)S(O[C:18]1[C:27]2[C:26](=[O:28])[N:25]([CH2:29][C:30]3[CH:35]=[CH:34][C:33]([O:36][CH3:37])=[CH:32][CH:31]=3)[C:24](=[O:38])[N:23]([C:39]3[CH:44]=[CH:43][C:42]([I:45])=[CH:41][C:40]=3[F:46])[C:22]=2[N:21]([CH3:47])[C:20](=[O:48])[CH:19]=1)(=O)=O. Product: [OH:1][C:2]1[C:3]([CH3:9])=[C:4]([CH:5]=[CH:6][CH:7]=1)[O:8][C:18]1[C:27]2[C:26](=[O:28])[N:25]([CH2:29][C:30]3[CH:31]=[CH:32][C:33]([O:36][CH3:37])=[CH:34][CH:35]=3)[C:24](=[O:38])[N:23]([C:39]3[CH:44]=[CH:43][C:42]([I:45])=[CH:41][C:40]=3[F:46])[C:22]=2[N:21]([CH3:47])[C:20](=[O:48])[CH:19]=1. The catalyst class is: 7. (3) Reactant: [Cl-].O[NH3+:3].[C:4](=[O:7])([O-])[OH:5].[Na+].CS(C)=O.[OH:13][C:14]([C:17]1[CH:57]=[CH:56][C:20]([O:21][C@@H:22]2[CH2:27][CH2:26][C@H:25]([N:28]3[C:33](=[O:34])[C:32]([CH2:35][C:36]4[CH:41]=[CH:40][C:39]([C:42]5[C:43]([C:48]#[N:49])=[CH:44][CH:45]=[CH:46][CH:47]=5)=[CH:38][CH:37]=4)=[C:31]([CH2:50][CH2:51][CH3:52])[N:30]4[N:53]=[CH:54][N:55]=[C:29]34)[CH2:24][CH2:23]2)=[CH:19][CH:18]=1)([CH3:16])[CH3:15]. Product: [OH:13][C:14]([C:17]1[CH:57]=[CH:56][C:20]([O:21][C@@H:22]2[CH2:27][CH2:26][C@H:25]([N:28]3[C:33](=[O:34])[C:32]([CH2:35][C:36]4[CH:41]=[CH:40][C:39]([C:42]5[CH:47]=[CH:46][CH:45]=[CH:44][C:43]=5[C:48]5[NH:3][C:4](=[O:7])[O:5][N:49]=5)=[CH:38][CH:37]=4)=[C:31]([CH2:50][CH2:51][CH3:52])[N:30]4[N:53]=[CH:54][N:55]=[C:29]34)[CH2:24][CH2:23]2)=[CH:19][CH:18]=1)([CH3:16])[CH3:15]. The catalyst class is: 69. (4) Reactant: [Br:1][C:2]1[CH:7]=[CH:6][N:5]=[C:4]2[NH:8][CH:9]=[CH:10][C:3]=12.[H-].[Na+].[CH3:13][Si:14]([CH3:21])([CH3:20])[CH2:15][CH2:16][O:17][CH2:18]Cl. Product: [Br:1][C:2]1[CH:7]=[CH:6][N:5]=[C:4]2[N:8]([CH2:18][O:17][CH2:16][CH2:15][Si:14]([CH3:21])([CH3:20])[CH3:13])[CH:9]=[CH:10][C:3]=12. The catalyst class is: 3. (5) Product: [O:3]1[CH2:8][CH2:7][CH2:6][CH2:5][CH:4]1[O:9][CH2:10][CH2:11][C:12]([OH:14])=[O:13]. Reactant: [OH-].[Na+].[O:3]1[CH2:8][CH2:7][CH2:6][CH2:5][CH:4]1[O:9][CH2:10][CH2:11][C:12]([O:14]C)=[O:13]. The catalyst class is: 1. (6) Reactant: O1CCCCC1[N:7]1[CH:11]=[C:10]([C:12]2[CH:13]=[C:14]3[C:18](=[CH:19][CH:20]=2)[N:17]([CH2:21][CH:22]2[CH2:26][CH2:25][N:24]([C:27]([O:29][CH2:30][CH:31]([CH3:33])[CH3:32])=[O:28])[CH2:23]2)[CH:16]=[CH:15]3)[CH:9]=[N:8]1.[BH3-]C#N.[Na+].Cl.CO.ClCCl. Product: [NH:7]1[CH:11]=[C:10]([C:12]2[CH:13]=[C:14]3[C:18](=[CH:19][CH:20]=2)[N:17]([CH2:21][CH:22]2[CH2:26][CH2:25][N:24]([C:27]([O:29][CH2:30][CH:31]([CH3:33])[CH3:32])=[O:28])[CH2:23]2)[CH2:16][CH2:15]3)[CH:9]=[N:8]1. The catalyst class is: 14. (7) Reactant: [Cl:1][CH2:2][C:3](=[O:14])[C@@H:4]([CH3:13])[CH2:5][O:6][C:7](=[O:12])[C:8]([CH3:11])([CH3:10])[CH3:9].[F:15][C:16]1[CH:21]=[CH:20][C:19]([F:22])=[CH:18][C:17]=1[Mg]Br.[Cl-].[NH4+].O. Product: [Cl:1][CH2:2][C:3]([C:20]1[CH:21]=[C:16]([F:15])[CH:17]=[CH:18][C:19]=1[F:22])([OH:14])[CH:4]([CH3:13])[CH2:5][O:6][C:7](=[O:12])[C:8]([CH3:9])([CH3:10])[CH3:11]. The catalyst class is: 1.